Dataset: Peptide-MHC class II binding affinity with 134,281 pairs from IEDB. Task: Regression. Given a peptide amino acid sequence and an MHC pseudo amino acid sequence, predict their binding affinity value. This is MHC class II binding data. The peptide sequence is DRAVKLYRKLKREIT. The MHC is DRB1_1302 with pseudo-sequence DRB1_1302. The binding affinity (normalized) is 0.0622.